Predict the reaction yield, written as a fraction of the theoretical maximum amount of product (1.0 means a 100% yield; for example, 0.34 means a 34% yield). From a dataset of Reaction yield outcomes from USPTO patents with 853,638 reactions. (1) The reactants are [Br:1][C:2]1[CH:3]=[C:4](N)[C:5]([NH2:8])=[CH:6][CH:7]=1.[C:10]([O:14][C:15]([N:17]1[CH2:21][CH2:20][CH2:19][C@H:18]1[C:22]([OH:24])=O)=[O:16])([CH3:13])([CH3:12])[CH3:11].CC[N:27](C(C)C)C(C)C.CN(C(ON1N=NC2C=CC=NC1=2)=[N+](C)C)C.F[P-](F)(F)(F)(F)F. The catalyst is [Cl-].[Na+].O.O.CN(C=O)C. The product is [C:10]([O:14][C:15]([N:17]1[CH2:21][CH2:20][CH2:19][C@H:18]1[C:22](=[O:24])[N:8]([NH2:27])[C:5]1[CH:4]=[CH:3][C:2]([Br:1])=[CH:7][CH:6]=1)=[O:16])([CH3:13])([CH3:12])[CH3:11]. The yield is 0.888. (2) The reactants are O.[OH-].[Li+].[Cl:4][C:5]1[CH:10]=[CH:9][C:8]([C:11]2[N:12]([CH3:28])[C:13]3[C:18]([C:19]=2[CH2:20][CH2:21][C:22](OC)=[O:23])=[CH:17][C:16]([CH:26]=[CH2:27])=[CH:15][CH:14]=3)=[CH:7][CH:6]=1.ON1C2C=CC=CC=2N=N1.C(N(CC)CC)C.Cl.CN(C)CCCN=C=NCC.[C:58]1([CH2:64][C:65]2([OH:71])[CH2:70][CH2:69][NH:68][CH2:67][CH2:66]2)[CH:63]=[CH:62][CH:61]=[CH:60][CH:59]=1. The catalyst is CO.O.O.O1CCCC1. The product is [Cl:4][C:5]1[CH:6]=[CH:7][C:8]([C:11]2[N:12]([CH3:28])[C:13]3[C:18]([C:19]=2[CH2:20][CH2:21][C:22]([N:68]2[CH2:67][CH2:66][C:65]([CH2:64][C:58]4[CH:63]=[CH:62][CH:61]=[CH:60][CH:59]=4)([OH:71])[CH2:70][CH2:69]2)=[O:23])=[CH:17][C:16]([CH:26]=[CH2:27])=[CH:15][CH:14]=3)=[CH:9][CH:10]=1. The yield is 0.280.